Task: Regression. Given two drug SMILES strings and cell line genomic features, predict the synergy score measuring deviation from expected non-interaction effect.. Dataset: NCI-60 drug combinations with 297,098 pairs across 59 cell lines (1) Drug 1: CC12CCC(CC1=CCC3C2CCC4(C3CC=C4C5=CN=CC=C5)C)O. Drug 2: CCC(=C(C1=CC=CC=C1)C2=CC=C(C=C2)OCCN(C)C)C3=CC=CC=C3.C(C(=O)O)C(CC(=O)O)(C(=O)O)O. Cell line: OVCAR-5. Synergy scores: CSS=10.1, Synergy_ZIP=-1.29, Synergy_Bliss=4.54, Synergy_Loewe=1.08, Synergy_HSA=4.16. (2) Drug 1: CC1=C(C=C(C=C1)C(=O)NC2=CC(=CC(=C2)C(F)(F)F)N3C=C(N=C3)C)NC4=NC=CC(=N4)C5=CN=CC=C5. Drug 2: CC(C)NC(=O)C1=CC=C(C=C1)CNNC.Cl. Cell line: UACC-257. Synergy scores: CSS=-3.62, Synergy_ZIP=1.29, Synergy_Bliss=-0.197, Synergy_Loewe=-3.80, Synergy_HSA=-3.53.